Dataset: NCI-60 drug combinations with 297,098 pairs across 59 cell lines. Task: Regression. Given two drug SMILES strings and cell line genomic features, predict the synergy score measuring deviation from expected non-interaction effect. (1) Drug 1: CCC1(CC2CC(C3=C(CCN(C2)C1)C4=CC=CC=C4N3)(C5=C(C=C6C(=C5)C78CCN9C7C(C=CC9)(C(C(C8N6C)(C(=O)OC)O)OC(=O)C)CC)OC)C(=O)OC)O.OS(=O)(=O)O. Drug 2: CCCCC(=O)OCC(=O)C1(CC(C2=C(C1)C(=C3C(=C2O)C(=O)C4=C(C3=O)C=CC=C4OC)O)OC5CC(C(C(O5)C)O)NC(=O)C(F)(F)F)O. Cell line: 786-0. Synergy scores: CSS=14.4, Synergy_ZIP=0.124, Synergy_Bliss=-0.638, Synergy_Loewe=-2.73, Synergy_HSA=-2.06. (2) Drug 1: COC1=C2C(=CC3=C1OC=C3)C=CC(=O)O2. Drug 2: C(CN)CNCCSP(=O)(O)O. Cell line: M14. Synergy scores: CSS=-5.90, Synergy_ZIP=2.05, Synergy_Bliss=1.52, Synergy_Loewe=-8.38, Synergy_HSA=-7.69. (3) Drug 1: CCC1(CC2CC(C3=C(CCN(C2)C1)C4=CC=CC=C4N3)(C5=C(C=C6C(=C5)C78CCN9C7C(C=CC9)(C(C(C8N6C=O)(C(=O)OC)O)OC(=O)C)CC)OC)C(=O)OC)O.OS(=O)(=O)O. Drug 2: CN(C(=O)NC(C=O)C(C(C(CO)O)O)O)N=O. Cell line: A498. Synergy scores: CSS=-1.80, Synergy_ZIP=1.31, Synergy_Bliss=-0.187, Synergy_Loewe=-1.65, Synergy_HSA=-2.26. (4) Drug 1: CS(=O)(=O)CCNCC1=CC=C(O1)C2=CC3=C(C=C2)N=CN=C3NC4=CC(=C(C=C4)OCC5=CC(=CC=C5)F)Cl. Drug 2: C1CC(=O)NC(=O)C1N2C(=O)C3=CC=CC=C3C2=O. Cell line: SR. Synergy scores: CSS=-0.0395, Synergy_ZIP=-1.21, Synergy_Bliss=-2.77, Synergy_Loewe=-9.18, Synergy_HSA=-8.29. (5) Drug 1: C1CN1C2=NC(=NC(=N2)N3CC3)N4CC4. Drug 2: CC1=C(C(=O)C2=C(C1=O)N3CC4C(C3(C2COC(=O)N)OC)N4)N. Cell line: MDA-MB-435. Synergy scores: CSS=19.3, Synergy_ZIP=-8.04, Synergy_Bliss=0.0276, Synergy_Loewe=-0.217, Synergy_HSA=1.89.